Dataset: Catalyst prediction with 721,799 reactions and 888 catalyst types from USPTO. Task: Predict which catalyst facilitates the given reaction. (1) Reactant: [F:1][C:2]1[CH:7]=[CH:6][C:5]([C:8]([CH3:13])([CH3:12])[CH2:9][CH:10]=[O:11])=[CH:4][CH:3]=1.[F:14][C:15](C[SiH](C1C=CC=CC=1)C1C=CC=CC=1)=[CH2:16].CCCC[N+](CCCC)(CCCC)CCCC.[F-]. Product: [F:14][C:15]([CH:10]([OH:11])[CH2:9][C:8]([C:5]1[CH:4]=[CH:3][C:2]([F:1])=[CH:7][CH:6]=1)([CH3:13])[CH3:12])=[CH2:16]. The catalyst class is: 1. (2) Reactant: [C:1]([O:5][C:6]([N:8]1[CH2:14][CH2:13][C:12]2[C:15]([S:20][CH2:21][C:22]3[CH:27]=[CH:26][C:25]([CH2:28][OH:29])=[CH:24][CH:23]=3)=[C:16]([Cl:19])[CH:17]=[CH:18][C:11]=2[CH2:10][CH2:9]1)=[O:7])([CH3:4])([CH3:3])[CH3:2].[CH3:30][S:31](Cl)(=[O:33])=[O:32].C(N(CC)CC)C. Product: [C:1]([O:5][C:6]([N:8]1[CH2:14][CH2:13][C:12]2[C:15]([S:20][CH2:21][C:22]3[CH:23]=[CH:24][C:25]([CH2:28][O:29][S:31]([CH3:30])(=[O:33])=[O:32])=[CH:26][CH:27]=3)=[C:16]([Cl:19])[CH:17]=[CH:18][C:11]=2[CH2:10][CH2:9]1)=[O:7])([CH3:4])([CH3:2])[CH3:3]. The catalyst class is: 34. (3) Reactant: [NH2:1][C@H:2]([CH3:5])[CH2:3][OH:4].C(N(CC)CC)C.[C:13](O[C:13]([O:15][C:16]([CH3:19])([CH3:18])[CH3:17])=[O:14])([O:15][C:16]([CH3:19])([CH3:18])[CH3:17])=[O:14]. Product: [OH:4][CH2:3][C@H:2]([NH:1][C:13](=[O:14])[O:15][C:16]([CH3:19])([CH3:18])[CH3:17])[CH3:5]. The catalyst class is: 7. (4) Reactant: Br[CH2:2][C:3]([C:5]1[CH:10]=[C:9]([F:11])[CH:8]=[CH:7][C:6]=1[F:12])=O.[NH2:13][C:14]1[CH:15]=[C:16]([CH:21]=[CH:22][N:23]=1)[C:17]([O:19][CH3:20])=[O:18]. Product: [F:12][C:6]1[CH:7]=[CH:8][C:9]([F:11])=[CH:10][C:5]=1[C:3]1[N:13]=[C:14]2[CH:15]=[C:16]([C:17]([O:19][CH3:20])=[O:18])[CH:21]=[CH:22][N:23]2[CH:2]=1. The catalyst class is: 8.